From a dataset of Catalyst prediction with 721,799 reactions and 888 catalyst types from USPTO. Predict which catalyst facilitates the given reaction. (1) Reactant: [OH:1][CH2:2][CH2:3][CH2:4][N:5]1[C:13]2[C:8](=[CH:9][CH:10]=[CH:11][CH:12]=2)[C:7]2([CH2:17][O:16][C:15]3[CH:18]=[C:19]4[C:23](=[CH:24][C:14]2=3)[CH2:22][CH2:21][O:20]4)[C:6]1=[O:25].CC(OI1(OC(C)=O)(OC(C)=O)OC(=O)C2C=CC=CC1=2)=O. Product: [O:25]=[C:6]1[C:7]2([CH2:17][O:16][C:15]3[CH:18]=[C:19]4[C:23](=[CH:24][C:14]2=3)[CH2:22][CH2:21][O:20]4)[C:8]2[C:13](=[CH:12][CH:11]=[CH:10][CH:9]=2)[N:5]1[CH2:4][CH2:3][CH:2]=[O:1]. The catalyst class is: 96. (2) Reactant: [NH2:1][C:2]1[CH:3]=[C:4]([CH:7]=[C:8]([F:10])[CH:9]=1)[C:5]#[N:6].C([O-])([O-])=O.[K+].[K+].[CH:17]1[CH:22]=[CH:21][C:20]([CH2:23]Br)=[CH:19][CH:18]=1. Product: [CH2:23]([N:1]([CH2:5][C:4]1[CH:7]=[CH:8][CH:9]=[CH:2][CH:3]=1)[C:2]1[CH:3]=[C:4]([CH:7]=[C:8]([F:10])[CH:9]=1)[C:5]#[N:6])[C:20]1[CH:21]=[CH:22][CH:17]=[CH:18][CH:19]=1. The catalyst class is: 23. (3) Reactant: [CH3:1][C:2]1[N:3]([CH2:21][C:22]([O:24][CH2:25][CH3:26])=[O:23])[C:4]2[CH2:5][C:6]([CH3:20])([CH3:19])[CH2:7][C:8](=[O:18])[C:9]=2[C:10]=1[S:11][C:12]1[CH:17]=[CH:16][CH:15]=[CH:14][CH:13]=1.[Cl:27][S:28](O)(=[O:30])=[O:29].C(OCC)(=O)C. Product: [Cl:27][S:28]([C:15]1[CH:14]=[CH:13][C:12]([S:11][C:10]2[C:9]3[C:8](=[O:18])[CH2:7][C:6]([CH3:20])([CH3:19])[CH2:5][C:4]=3[N:3]([CH2:21][C:22]([O:24][CH2:25][CH3:26])=[O:23])[C:2]=2[CH3:1])=[CH:17][CH:16]=1)(=[O:30])=[O:29]. The catalyst class is: 4. (4) Reactant: [OH:1][C:2]1[CH:3]=[N:4][C:5]2[C:10]([CH:11]=1)=[CH:9][C:8]([CH3:12])=[CH:7][CH:6]=2.[H-].[Na+].[Cl:15][C:16]1[CH:17]=[C:18]([N+:24]([O-:26])=[O:25])[CH:19]=[C:20]([Cl:23])[C:21]=1Cl.Cl. Product: [Cl:15][C:16]1[CH:17]=[C:18]([N+:24]([O-:26])=[O:25])[CH:19]=[C:20]([Cl:23])[C:21]=1[O:1][C:2]1[CH:3]=[N:4][C:5]2[C:10]([CH:11]=1)=[CH:9][C:8]([CH3:12])=[CH:7][CH:6]=2. The catalyst class is: 3. (5) Product: [CH3:17][C:4]1[C:3](=[CH:23][C:19]2[S:18][CH:22]=[CH:21][CH:20]=2)[C:2](=[O:1])[N:6]([C:7]2[CH:8]=[CH:9][C:10]([S:13]([O-:16])(=[O:15])=[O:14])=[CH:11][CH:12]=2)[N:5]=1.[NH4+:29]. The catalyst class is: 8. Reactant: [OH:1][C:2]1[N:6]([C:7]2[CH:12]=[CH:11][C:10]([S:13]([OH:16])(=[O:15])=[O:14])=[CH:9][CH:8]=2)[N:5]=[C:4]([CH3:17])[CH:3]=1.[S:18]1[CH:22]=[CH:21][CH:20]=[C:19]1[CH:23]=O.C([O-])(=O)C.[NH4+:29]. (6) Reactant: C([SiH](CC)CC)C.[C:8]([N:11]1[C:17]2[CH:18]=[C:19]([C:22](=O)[CH2:23][CH2:24][N:25]([CH3:27])[CH3:26])[CH:20]=[CH:21][C:16]=2[CH2:15][CH2:14][CH2:13][CH2:12]1)(=[O:10])[CH3:9]. Product: [C:8]([N:11]1[C:17]2[CH:18]=[C:19](/[CH:22]=[CH:23]/[CH2:24][N:25]([CH3:27])[CH3:26])[CH:20]=[CH:21][C:16]=2[CH2:15][CH2:14][CH2:13][CH2:12]1)(=[O:10])[CH3:9]. The catalyst class is: 55. (7) Reactant: [N+:1]([C:4]1[C:9]2[NH:10][C:11]([C:16]3[CH:21]=[CH:20][CH:19]=[CH:18][N:17]=3)(C#N)[CH2:12][O:13][C:8]=2[CH:7]=[CH:6][CH:5]=1)([O-:3])=[O:2].Cl.[C:23](=[O:26])(O)[O-:24].[Na+]. Product: [N+:1]([C:4]1[C:9]2[NH:10][C:11]([C:16]3[CH:21]=[CH:20][CH:19]=[CH:18][N:17]=3)([C:23]([OH:24])=[O:26])[CH2:12][O:13][C:8]=2[CH:7]=[CH:6][CH:5]=1)([O-:3])=[O:2]. The catalyst class is: 6.